Dataset: Reaction yield outcomes from USPTO patents with 853,638 reactions. Task: Predict the reaction yield, written as a fraction of the theoretical maximum amount of product (1.0 means a 100% yield; for example, 0.34 means a 34% yield). (1) The reactants are [Cl:1][C:2]1[CH:3]=[CH:4][C:5]([C:9]2[N:13]([CH2:14][CH:15]3[CH2:20][CH2:19][CH2:18][CH2:17][CH2:16]3)[C:12]3[CH:21]=[C:22]([F:26])[C:23]([F:25])=[CH:24][C:11]=3[N:10]=2)=[C:6]([NH2:8])[CH:7]=1.C[Si]([N-][Si](C)(C)C)(C)C.[Li+].C[O:38][C:39](=O)[C:40]1[CH:45]=[CH:44][C:43]([C:46]2[NH:50][N:49]=[N:48][N:47]=2)=[CH:42][C:41]=1[F:51]. The catalyst is O1CCCC1. The product is [Cl:1][C:2]1[CH:3]=[CH:4][C:5]([C:9]2[N:13]([CH2:14][CH:15]3[CH2:16][CH2:17][CH2:18][CH2:19][CH2:20]3)[C:12]3[CH:21]=[C:22]([F:26])[C:23]([F:25])=[CH:24][C:11]=3[N:10]=2)=[C:6]([NH:8][C:39](=[O:38])[C:40]2[CH:45]=[CH:44][C:43]([C:46]3[NH:50][N:49]=[N:48][N:47]=3)=[CH:42][C:41]=2[F:51])[CH:7]=1. The yield is 0.300. (2) The reactants are [N+]([C:4]1[S:8][C:7]([C:9]#[N:10])=[CH:6][CH:5]=1)([O-])=O.[Br:11][C:12]1[CH:13]=[C:14]([OH:18])[CH:15]=[CH:16][CH:17]=1.C(=O)([O-])[O-].[K+].[K+].C(OCC)(=O)C. The catalyst is CS(C)=O.O. The product is [Br:11][C:12]1[CH:13]=[C:14]([CH:15]=[CH:16][CH:17]=1)[O:18][C:4]1[S:8][C:7]([C:9]#[N:10])=[CH:6][CH:5]=1. The yield is 0.620.